From a dataset of Forward reaction prediction with 1.9M reactions from USPTO patents (1976-2016). Predict the product of the given reaction. (1) Given the reactants [Br:1][C:2]1[CH:3]=[C:4]2[C:9](=[CH:10][CH:11]=1)[CH2:8][C:7]([CH3:15])([C:12](O)=[O:13])[CH2:6][C:5]2=[O:16].B.C1COCC1, predict the reaction product. The product is: [Br:1][C:2]1[CH:3]=[C:4]2[C:9]([CH2:8][C:7]([CH2:12][OH:13])([CH3:15])[CH2:6][CH:5]2[OH:16])=[CH:10][CH:11]=1. (2) Given the reactants [CH:1]([O:4][C:5]1[C:25]([O:26][CH3:27])=[CH:24][C:8]2[O:9][CH2:10][C:11]3[N:12]([C:13]([C:19]4[CH:23]=[CH:22][S:21][CH:20]=4)=[N:14][C:15]=3[C:16](O)=[O:17])[C:7]=2[CH:6]=1)([CH3:3])[CH3:2].Cl.[CH3:29][NH:30][C:31]([CH3:34])([CH3:33])[CH3:32].CN(C(ON1N=NC2C=CC=NC1=2)=[N+](C)C)C.F[P-](F)(F)(F)(F)F.CCN(C(C)C)C(C)C, predict the reaction product. The product is: [C:31]([N:30]([CH3:29])[C:16]([C:15]1[N:14]=[C:13]([C:19]2[CH:23]=[CH:22][S:21][CH:20]=2)[N:12]2[C:11]=1[CH2:10][O:9][C:8]1[CH:24]=[C:25]([O:26][CH3:27])[C:5]([O:4][CH:1]([CH3:2])[CH3:3])=[CH:6][C:7]2=1)=[O:17])([CH3:34])([CH3:33])[CH3:32]. (3) Given the reactants Cl.[O:2]=[C:3]1[NH:12][C:11]2[N:10]=[CH:9][C:8](/[CH:13]=[CH:14]/[C:15]([OH:17])=O)=[CH:7][C:6]=2[CH2:5][CH2:4]1.Cl.O=C1CC2C(=CC=C(/C=C/C(O)=O)C=2)N1.[CH3:34][NH:35][CH2:36][C:37]1[O:38][C:39]2[CH:45]=[CH:44][CH:43]=[CH:42][C:40]=2[CH:41]=1.CC1NC2C(C=1CNC)=CC=CC=2, predict the reaction product. The product is: [O:38]1[C:39]2[CH:45]=[CH:44][CH:43]=[CH:42][C:40]=2[CH:41]=[C:37]1[CH2:36][N:35]([CH3:34])[C:15](=[O:17])/[CH:14]=[CH:13]/[C:8]1[CH:9]=[N:10][C:11]2[NH:12][C:3](=[O:2])[CH2:4][CH2:5][C:6]=2[CH:7]=1.